From a dataset of Reaction yield outcomes from USPTO patents with 853,638 reactions. Predict the reaction yield, written as a fraction of the theoretical maximum amount of product (1.0 means a 100% yield; for example, 0.34 means a 34% yield). The reactants are [F:1][C:2]1[CH:9]=[CH:8][C:5]([CH:6]=O)=[CH:4][C:3]=1[C:10]([F:13])([F:12])[F:11].[C:14]([NH:17][NH2:18])([NH2:16])=[NH:15].[ClH:19]. No catalyst specified. The product is [ClH:19].[F:1][C:2]1[CH:9]=[CH:8][C:5]([CH:6]=[N:18][NH:17][C:14]([NH2:16])=[NH:15])=[CH:4][C:3]=1[C:10]([F:13])([F:12])[F:11]. The yield is 0.840.